From a dataset of NCI-60 drug combinations with 297,098 pairs across 59 cell lines. Regression. Given two drug SMILES strings and cell line genomic features, predict the synergy score measuring deviation from expected non-interaction effect. Drug 1: C1CCC(CC1)NC(=O)N(CCCl)N=O. Drug 2: CC(C1=C(C=CC(=C1Cl)F)Cl)OC2=C(N=CC(=C2)C3=CN(N=C3)C4CCNCC4)N. Cell line: SK-MEL-5. Synergy scores: CSS=10.8, Synergy_ZIP=4.64, Synergy_Bliss=11.6, Synergy_Loewe=4.91, Synergy_HSA=5.52.